This data is from Forward reaction prediction with 1.9M reactions from USPTO patents (1976-2016). The task is: Predict the product of the given reaction. (1) Given the reactants COC(=O)C1C=C(O)C=CC=1CCC.[CH3:15][O:16][C:17](=[O:27])[C:18]1[CH:23]=[CH:22][C:21]([O:24]C)=[CH:20][C:19]=1[CH3:26], predict the reaction product. The product is: [CH3:15][O:16][C:17](=[O:27])[C:18]1[CH:23]=[CH:22][C:21]([OH:24])=[CH:20][C:19]=1[CH3:26]. (2) Given the reactants Cl[CH2:2][CH2:3][O:4][C:5]1[C:13]2[C:8](=[N:9][CH:10]=[N:11][C:12]=2[NH:14][C:15]2[CH:20]=[CH:19][C:18]([O:21][C:22]3[CH:23]=[N:24][C:25]([CH3:28])=[CH:26][CH:27]=3)=[C:17]([CH3:29])[CH:16]=2)[NH:7][N:6]=1.[NH:30]1[CH2:34][CH2:33][CH2:32][CH2:31]1, predict the reaction product. The product is: [CH3:29][C:17]1[CH:16]=[C:15]([NH:14][C:12]2[N:11]=[CH:10][N:9]=[C:8]3[NH:7][N:6]=[C:5]([O:4][CH2:3][CH2:2][N:30]4[CH2:34][CH2:33][CH2:32][CH2:31]4)[C:13]=23)[CH:20]=[CH:19][C:18]=1[O:21][C:22]1[CH:23]=[N:24][C:25]([CH3:28])=[CH:26][CH:27]=1. (3) Given the reactants Cl.[O:2]=[C:3]1[CH2:7][CH2:6][CH2:5][N:4]1[C:8]1[CH:9]=[C:10]([CH:14]=[C:15]([NH:17][CH:18]([CH3:20])[CH3:19])[CH:16]=1)[C:11]([OH:13])=O.Cl.[CH2:22]([O:29][C:30](=[O:44])[NH:31][CH2:32][C@@H:33]([OH:43])[C@@H:34]([NH2:42])[CH2:35][C:36]1[CH:41]=[CH:40][CH:39]=[CH:38][CH:37]=1)[C:23]1[CH:28]=[CH:27][CH:26]=[CH:25][CH:24]=1, predict the reaction product. The product is: [CH2:22]([O:29][C:30](=[O:44])[NH:31][CH2:32][C@@H:33]([OH:43])[C@@H:34]([NH:42][C:11]([C:10]1[CH:9]=[C:8]([N:4]2[CH2:5][CH2:6][CH2:7][C:3]2=[O:2])[CH:16]=[C:15]([NH:17][CH:18]([CH3:20])[CH3:19])[CH:14]=1)=[O:13])[CH2:35][C:36]1[CH:41]=[CH:40][CH:39]=[CH:38][CH:37]=1)[C:23]1[CH:24]=[CH:25][CH:26]=[CH:27][CH:28]=1. (4) Given the reactants [C:1]([O:5][C:6]([N:8]1[CH2:11][C:10]([C@H:13]([C:15]2[CH:16]=[C:17]3[C:26](=[CH:27][C:28]=2Br)[O:25][CH2:24][C:23]2[N:18]3[C@H:19]([CH3:31])[C:20](=[O:30])[NH:21][N:22]=2)[CH3:14])([CH3:12])[CH2:9]1)=[O:7])([CH3:4])([CH3:3])[CH3:2].[C:32](B1OC(C)(C)C(C)(C)O1)([CH3:34])=[CH2:33].C([O-])([O-])=O.[Na+].[Na+], predict the reaction product. The product is: [C:1]([O:5][C:6]([N:8]1[CH2:11][C:10]([C@@H:13]([C:15]2[CH:16]=[C:17]3[C:26](=[CH:27][C:28]=2[C:32]([CH3:34])=[CH2:33])[O:25][CH2:24][C:23]2[N:18]3[C@H:19]([CH3:31])[C:20](=[O:30])[NH:21][N:22]=2)[CH3:14])([CH3:12])[CH2:9]1)=[O:7])([CH3:4])([CH3:3])[CH3:2]. (5) The product is: [C:58]([O:62][C:63](=[O:75])[NH:64][CH2:65][CH2:66][CH:67]([NH:74][C:13](=[O:14])[C:12]1[CH:16]=[CH:17][C:9]([Cl:8])=[C:10]([NH:18][C:19]([C:21]2[C:32](=[O:33])[NH:31][C:24]3[N:25]=[C:26]([O:29][CH3:30])[N:27]=[CH:28][C:23]=3[CH:22]=2)=[O:20])[CH:11]=1)[C:68]1[CH:73]=[CH:72][CH:71]=[CH:70][CH:69]=1)([CH3:61])([CH3:59])[CH3:60]. Given the reactants C(N(CC)CC)C.[Cl:8][C:9]1[CH:17]=[CH:16][C:12]([C:13](O)=[O:14])=[CH:11][C:10]=1[NH:18][C:19]([C:21]1[C:32](=[O:33])[NH:31][C:24]2[N:25]=[C:26]([O:29][CH3:30])[N:27]=[CH:28][C:23]=2[CH:22]=1)=[O:20].CN(C(ON1N=NC2C=CC=NC1=2)=[N+](C)C)C.F[P-](F)(F)(F)(F)F.[C:58]([O:62][C:63](=[O:75])[NH:64][CH2:65][CH2:66][CH:67]([NH2:74])[C:68]1[CH:73]=[CH:72][CH:71]=[CH:70][CH:69]=1)([CH3:61])([CH3:60])[CH3:59], predict the reaction product.